Dataset: Full USPTO retrosynthesis dataset with 1.9M reactions from patents (1976-2016). Task: Predict the reactants needed to synthesize the given product. (1) Given the product [C:1]([O:5][CH2:6][CH2:7][NH:8][C:9]1[N:17]=[CH:16][C:15]([Cl:18])=[CH:14][C:10]=1[C:11]([NH:24][C:20]([CH3:21])([C:22]#[CH:23])[CH3:19])=[O:13])([CH3:2])([CH3:3])[CH3:4], predict the reactants needed to synthesize it. The reactants are: [C:1]([O:5][CH2:6][CH2:7][NH:8][C:9]1[N:17]=[CH:16][C:15]([Cl:18])=[CH:14][C:10]=1[C:11]([OH:13])=O)([CH3:4])([CH3:3])[CH3:2].[CH3:19][C:20]([NH2:24])([C:22]#[CH:23])[CH3:21].C1C=CC2N(O)N=NC=2C=1.CCN=C=NCCCN(C)C.CCN(C(C)C)C(C)C. (2) The reactants are: [C:1]([O:5][CH2:6][CH2:7][CH2:8][CH3:9])(=[O:4])[CH:2]=[CH2:3].[C:10]([O:15][CH3:16])(=[O:14])[C:11]([CH3:13])=[CH2:12].[C:17]([O:22][CH2:23][CH:24]1[O:26][CH2:25]1)(=[O:21])[C:18]([CH3:20])=[CH2:19].C(OOC(C)(C)C)(C)(C)C. Given the product [C:1]([O:5][CH2:6][CH2:7][CH2:8][CH3:9])(=[O:4])[CH:2]=[CH2:3].[C:10]([O:15][CH3:16])(=[O:14])[C:11]([CH3:13])=[CH2:12].[C:17]([O:22][CH2:23][CH:24]1[O:26][CH2:25]1)(=[O:21])[C:18]([CH3:20])=[CH2:19], predict the reactants needed to synthesize it.